From a dataset of Forward reaction prediction with 1.9M reactions from USPTO patents (1976-2016). Predict the product of the given reaction. (1) The product is: [Cl:27][C:7]1[CH:6]=[CH:5][C:4]2[N:3]=[C:2]([N:35]3[CH2:40][CH2:39][NH:38][CH2:37][CH2:36]3)[CH:11]=[CH:10][C:9]=2[C:8]=1[C:12]([NH:14][CH2:15][CH2:16][C:17]12[CH2:18][CH:19]3[CH2:20][CH:21]([CH2:22][CH:23]([CH2:25]3)[CH2:24]1)[CH2:26]2)=[O:13]. Given the reactants Cl[C:2]1[CH:11]=[CH:10][C:9]2[C:8]([C:12]([NH:14][CH2:15][CH2:16][C:17]34[CH2:26][CH:21]5[CH2:22][CH:23]([CH2:25][CH:19]([CH2:20]5)[CH2:18]3)[CH2:24]4)=[O:13])=[C:7]([Cl:27])[CH:6]=[CH:5][C:4]=2[N:3]=1.C(N(CC)CC)C.[NH:35]1[CH2:40][CH2:39][NH:38][CH2:37][CH2:36]1.C(=O)(O)[O-].[Na+], predict the reaction product. (2) Given the reactants Cl.[CH2:2]([C:4]1[C:12]2[C:11](=[O:13])[NH:10][C:9]([CH:14]3[CH2:19][CH2:18][NH:17][CH2:16][CH2:15]3)=[N:8][C:7]=2[N:6]([C:20]2[CH:25]=[CH:24][CH:23]=[CH:22][CH:21]=2)[N:5]=1)[CH3:3].Cl.Br[C:28]1[CH:33]=[CH:32][N:31]=[CH:30][CH:29]=1.C(N(CC)CC)C, predict the reaction product. The product is: [CH2:2]([C:4]1[C:12]2[C:7](=[N:8][C:9]([CH:14]3[CH2:15][CH2:16][N:17]([C:28]4[CH:33]=[CH:32][N:31]=[CH:30][CH:29]=4)[CH2:18][CH2:19]3)=[N:10][C:11]=2[OH:13])[N:6]([C:20]2[CH:25]=[CH:24][CH:23]=[CH:22][CH:21]=2)[N:5]=1)[CH3:3].